From a dataset of NCI-60 drug combinations with 297,098 pairs across 59 cell lines. Regression. Given two drug SMILES strings and cell line genomic features, predict the synergy score measuring deviation from expected non-interaction effect. (1) Drug 1: C1=CC(=CC=C1CCC2=CNC3=C2C(=O)NC(=N3)N)C(=O)NC(CCC(=O)O)C(=O)O. Drug 2: CC1=C(C(=CC=C1)Cl)NC(=O)C2=CN=C(S2)NC3=CC(=NC(=N3)C)N4CCN(CC4)CCO. Cell line: ACHN. Synergy scores: CSS=28.6, Synergy_ZIP=-8.00, Synergy_Bliss=-1.65, Synergy_Loewe=1.04, Synergy_HSA=3.04. (2) Drug 1: C1=CC(=CC=C1CCC2=CNC3=C2C(=O)NC(=N3)N)C(=O)NC(CCC(=O)O)C(=O)O. Drug 2: CC1C(C(=O)NC(C(=O)N2CCCC2C(=O)N(CC(=O)N(C(C(=O)O1)C(C)C)C)C)C(C)C)NC(=O)C3=C4C(=C(C=C3)C)OC5=C(C(=O)C(=C(C5=N4)C(=O)NC6C(OC(=O)C(N(C(=O)CN(C(=O)C7CCCN7C(=O)C(NC6=O)C(C)C)C)C)C(C)C)C)N)C. Cell line: MALME-3M. Synergy scores: CSS=18.1, Synergy_ZIP=4.89, Synergy_Bliss=9.90, Synergy_Loewe=9.48, Synergy_HSA=9.63. (3) Drug 1: CCN(CC)CCNC(=O)C1=C(NC(=C1C)C=C2C3=C(C=CC(=C3)F)NC2=O)C. Drug 2: CN(CCCl)CCCl.Cl. Cell line: SNB-75. Synergy scores: CSS=-1.16, Synergy_ZIP=-1.06, Synergy_Bliss=1.50, Synergy_Loewe=-3.87, Synergy_HSA=-2.38. (4) Cell line: UACC-257. Drug 1: C1CC(C1)(C(=O)O)C(=O)O.[NH2-].[NH2-].[Pt+2]. Drug 2: CC12CCC3C(C1CCC2OP(=O)(O)O)CCC4=C3C=CC(=C4)OC(=O)N(CCCl)CCCl.[Na+]. Synergy scores: CSS=16.7, Synergy_ZIP=-6.79, Synergy_Bliss=0.174, Synergy_Loewe=-1.42, Synergy_HSA=-1.26. (5) Synergy scores: CSS=14.5, Synergy_ZIP=-4.79, Synergy_Bliss=1.98, Synergy_Loewe=-21.7, Synergy_HSA=0.744. Drug 2: C(=O)(N)NO. Cell line: OVCAR-5. Drug 1: CCC1=C2CN3C(=CC4=C(C3=O)COC(=O)C4(CC)O)C2=NC5=C1C=C(C=C5)O. (6) Drug 1: CS(=O)(=O)CCNCC1=CC=C(O1)C2=CC3=C(C=C2)N=CN=C3NC4=CC(=C(C=C4)OCC5=CC(=CC=C5)F)Cl. Drug 2: CN1C2=C(C=C(C=C2)N(CCCl)CCCl)N=C1CCCC(=O)O.Cl. Cell line: HOP-92. Synergy scores: CSS=5.25, Synergy_ZIP=-1.26, Synergy_Bliss=1.23, Synergy_Loewe=-1.52, Synergy_HSA=0.517. (7) Drug 1: CC12CCC(CC1=CCC3C2CCC4(C3CC=C4C5=CN=CC=C5)C)O. Drug 2: C1=NC2=C(N1)C(=S)N=CN2. Cell line: RXF 393. Synergy scores: CSS=6.16, Synergy_ZIP=-9.91, Synergy_Bliss=-16.7, Synergy_Loewe=-17.8, Synergy_HSA=-14.8. (8) Drug 1: CC1=C2C(C(=O)C3(C(CC4C(C3C(C(C2(C)C)(CC1OC(=O)C(C(C5=CC=CC=C5)NC(=O)OC(C)(C)C)O)O)OC(=O)C6=CC=CC=C6)(CO4)OC(=O)C)OC)C)OC. Drug 2: C1=CC(=CC=C1CCCC(=O)O)N(CCCl)CCCl. Cell line: TK-10. Synergy scores: CSS=44.9, Synergy_ZIP=-4.50, Synergy_Bliss=-4.70, Synergy_Loewe=-3.47, Synergy_HSA=-0.0793.